This data is from Full USPTO retrosynthesis dataset with 1.9M reactions from patents (1976-2016). The task is: Predict the reactants needed to synthesize the given product. (1) Given the product [NH2:9][C:8]1[C:7]2[C:10]([Br:16])=[C:11]([O:14][CH3:15])[CH:12]=[CH:13][C:6]=2[O:5][C:4]=1[C:1](=[O:3])/[CH:2]=[CH:25]/[C:22]1[S:21][C:20]([CH:17]([CH3:19])[CH3:18])=[N:24][CH:23]=1, predict the reactants needed to synthesize it. The reactants are: [C:1]([C:4]1[O:5][C:6]2[CH:13]=[CH:12][C:11]([O:14][CH3:15])=[C:10]([Br:16])[C:7]=2[C:8]=1[NH2:9])(=[O:3])[CH3:2].[CH:17]([C:20]1[S:21][C:22]([CH:25]=O)=[CH:23][N:24]=1)([CH3:19])[CH3:18].[OH-].[Na+].O. (2) Given the product [F:1][C:2]1([C:6]2[CH:7]=[CH:8][C:9]([C:10](=[N:15][OH:16])[NH2:11])=[CH:12][CH:13]=2)[CH2:3][O:4][CH2:5]1, predict the reactants needed to synthesize it. The reactants are: [F:1][C:2]1([C:6]2[CH:13]=[CH:12][C:9]([C:10]#[N:11])=[CH:8][CH:7]=2)[CH2:5][O:4][CH2:3]1.Cl.[NH2:15][OH:16].C(N(CC)CC)C. (3) The reactants are: [Na].[NH2:2][C:3]([C:7]1[CH:12]=[CH:11][C:10]([F:13])=[CH:9][C:8]=1[F:14])=[CH:4][C:5]#[N:6].[C:15](=O)([O:19]CC)[O:16][CH2:17][CH3:18].Cl. Given the product [C:5](/[CH:4]=[C:3](\[NH:2][C:15](=[O:19])[O:16][CH2:17][CH3:18])/[C:7]1[CH:12]=[CH:11][C:10]([F:13])=[CH:9][C:8]=1[F:14])#[N:6], predict the reactants needed to synthesize it. (4) Given the product [Cl:34][C:31]1[CH:30]=[CH:29][C:28]([C:24]2[CH:25]=[CH:26][CH:27]=[C:22]([CH2:21][O:17][C:4]3[CH:5]=[CH:6][C:7]([CH2:8][CH2:9][CH2:10][CH2:11][N:12]4[CH:16]=[CH:15][N:14]=[N:13]4)=[C:2]([CH3:1])[CH:3]=3)[N:23]=2)=[CH:33][CH:32]=1, predict the reactants needed to synthesize it. The reactants are: [CH3:1][C:2]1[CH:3]=[C:4]([OH:17])[CH:5]=[CH:6][C:7]=1[CH2:8][CH2:9][CH2:10][CH2:11][N:12]1[CH:16]=[CH:15][N:14]=[N:13]1.[H-].[Na+].Cl[CH2:21][C:22]1[CH:27]=[CH:26][CH:25]=[C:24]([C:28]2[CH:33]=[CH:32][C:31]([Cl:34])=[CH:30][CH:29]=2)[N:23]=1.O. (5) Given the product [F:1][C@@H:2]1[C@@H:6]([CH2:7][O:8][Si:17]([C:30]([CH3:33])([CH3:32])[CH3:31])([C:24]2[CH:25]=[CH:26][CH:27]=[CH:28][CH:29]=2)[C:18]2[CH:23]=[CH:22][CH:21]=[CH:20][CH:19]=2)[O:5][C@@H:4]([N:9]2[CH:16]=[CH:15][C:13](=[O:14])[NH:12][C:10]2=[O:11])[CH2:3]1, predict the reactants needed to synthesize it. The reactants are: [F:1][C@@H:2]1[C@@H:6]([CH2:7][OH:8])[O:5][C@@H:4]([N:9]2[CH:16]=[CH:15][C:13](=[O:14])[NH:12][C:10]2=[O:11])[CH2:3]1.[Si:17](Cl)([C:30]([CH3:33])([CH3:32])[CH3:31])([C:24]1[CH:29]=[CH:28][CH:27]=[CH:26][CH:25]=1)[C:18]1[CH:23]=[CH:22][CH:21]=[CH:20][CH:19]=1.N1C=CN=C1. (6) Given the product [CH:2]([C:3]1[CH:4]=[CH:5][C:6]([NH:9][C:10](=[O:18])[CH2:11][S:12][CH2:13][C:14]([O:16][CH3:17])=[O:15])=[CH:7][CH:8]=1)=[O:1], predict the reactants needed to synthesize it. The reactants are: [OH:1][CH2:2][C:3]1[CH:8]=[CH:7][C:6]([NH:9][C:10](=[O:18])[CH2:11][S:12][CH2:13][C:14]([O:16][CH3:17])=[O:15])=[CH:5][CH:4]=1.CC(OI1(OC(C)=O)(OC(C)=O)OC(=O)C2C=CC=CC1=2)=O.